Dataset: HIV replication inhibition screening data with 41,000+ compounds from the AIDS Antiviral Screen. Task: Binary Classification. Given a drug SMILES string, predict its activity (active/inactive) in a high-throughput screening assay against a specified biological target. (1) The molecule is Cc1c(C(Cc2ccccc2N(C)C(=O)C=CC(=O)O)c2c[nH]c3ccccc23)c2ccccc2n1C. The result is 0 (inactive). (2) The compound is Cc1nc2c(=N)[nH][nH]c(=O)n2n1. The result is 0 (inactive). (3) The compound is CC1=NN(c2ccc(Cl)cc2S(=O)(=O)O)C(=O)C1N=Nc1ccc(OS(=O)(=O)c2ccc(C)cc2)cc1. The result is 1 (active). (4) The drug is CC(C)N(C(C)C)[PH]12O[PH]3(N(C(C)C)C(C)C)O[PH](N(C(C)C)C(C)C)(O[PH](N(C(C)C)C(C)C)(O1)[Mo]3(C#[O+])(C#[O+])(C#[O+])C#[O+])[Mo]2(C#[O+])(C#[O+])(C#[O+])C#[O+]. The result is 0 (inactive). (5) The compound is CC1(C)CC(=O)C(=[N+]=[N-])C(=O)C1. The result is 0 (inactive).